Dataset: CYP3A4 inhibition data for predicting drug metabolism from PubChem BioAssay. Task: Regression/Classification. Given a drug SMILES string, predict its absorption, distribution, metabolism, or excretion properties. Task type varies by dataset: regression for continuous measurements (e.g., permeability, clearance, half-life) or binary classification for categorical outcomes (e.g., BBB penetration, CYP inhibition). Dataset: cyp3a4_veith. (1) The drug is OCCNc1nc(SCc2ccccc2)nc2sc3c(c12)CCC3. The result is 0 (non-inhibitor). (2) The molecule is Cc1cccc(CNc2cc(-c3cccc(NS(C)(=O)=O)c3)ncn2)c1. The result is 1 (inhibitor). (3) The compound is COCc1c(C(N)=O)nnn1-c1nonc1N. The result is 0 (non-inhibitor).